This data is from NCI-60 drug combinations with 297,098 pairs across 59 cell lines. The task is: Regression. Given two drug SMILES strings and cell line genomic features, predict the synergy score measuring deviation from expected non-interaction effect. Drug 1: CCCS(=O)(=O)NC1=C(C(=C(C=C1)F)C(=O)C2=CNC3=C2C=C(C=N3)C4=CC=C(C=C4)Cl)F. Drug 2: CCCS(=O)(=O)NC1=C(C(=C(C=C1)F)C(=O)C2=CNC3=C2C=C(C=N3)C4=CC=C(C=C4)Cl)F. Cell line: MOLT-4. Synergy scores: CSS=6.05, Synergy_ZIP=13.7, Synergy_Bliss=15.8, Synergy_Loewe=14.7, Synergy_HSA=13.5.